This data is from Forward reaction prediction with 1.9M reactions from USPTO patents (1976-2016). The task is: Predict the product of the given reaction. (1) Given the reactants BrC1C=CC(Cl)=C(C=1)C(O)=O.C(Cl)(=O)C(Cl)=O.Cl.[OH-].[K+].[Al+3].[Cl-].[Cl-].[Cl-].[OH-].[Na+].[Br:27][C:28]1[CH:29]=[CH:30][C:31]([Cl:44])=[C:32]([C:34]([C:36]2[CH:41]=[CH:40][C:39]([CH2:42][CH3:43])=[CH:38][CH:37]=2)=[O:35])[CH:33]=1.BrC1C=CC(Cl)=C(C(C2C=CC=CC=2CC)=O)C=1, predict the reaction product. The product is: [Br:27][C:28]1[CH:29]=[CH:30][C:31]([Cl:44])=[C:32]([C:34]([C:36]2[CH:41]=[CH:40][C:39]([CH2:42][CH3:43])=[CH:38][CH:37]=2)=[O:35])[CH:33]=1. (2) Given the reactants C([O:8][C:9]([C:11]1[CH:16]=[CH:15][C:14]([NH:17][C:18]2[N:23]=[C:22]([Cl:24])[C:21]([C:25]([F:28])([F:27])[F:26])=[CH:20][N:19]=2)=[C:13]([O:29][CH3:30])[CH:12]=1)=[O:10])C1C=CC=CC=1.[H][H], predict the reaction product. The product is: [C:9]([C:11]1[CH:16]=[CH:15][C:14]([NH:17][C:18]2[N:23]=[C:22]([Cl:24])[C:21]([C:25]([F:28])([F:27])[F:26])=[CH:20][N:19]=2)=[C:13]([O:29][CH3:30])[CH:12]=1)([OH:10])=[O:8]. (3) Given the reactants Br[C:2]1[CH:7]=[C:6]([F:8])[CH:5]=[CH:4][C:3]=1[CH3:9].BrC1C=CC(F)=CC=1C.[F:19][C:20]1[CH:25]=[CH:24][C:23]([OH:26])=[C:22]([CH3:27])[CH:21]=1, predict the reaction product. The product is: [F:8][C:6]1[CH:5]=[CH:4][C:3]([CH3:9])=[C:2]([O:26][C:23]2[CH:24]=[CH:25][C:20]([F:19])=[CH:21][C:22]=2[CH3:27])[CH:7]=1.